From a dataset of Reaction yield outcomes from USPTO patents with 853,638 reactions. Predict the reaction yield, written as a fraction of the theoretical maximum amount of product (1.0 means a 100% yield; for example, 0.34 means a 34% yield). (1) The reactants are F[C:2]1[C:10]([CH:11]=O)=[CH:9][CH:8]=[CH:7][C:3]=1[C:4]([O-:6])=[O:5].[NH:13]([CH2:15][CH2:16][OH:17])[NH2:14].[CH3:18]O. The catalyst is C(OCC)(=O)C. The product is [OH:17][CH2:16][CH2:15][N:13]1[C:2]2[C:10](=[CH:9][CH:8]=[CH:7][C:3]=2[C:4]([O:6][CH3:18])=[O:5])[CH:11]=[N:14]1. The yield is 0.950. (2) The reactants are B(Br)(Br)Br.C[O:6][C:7]1[CH:8]=[C:9]2[C:13](=[N:14][CH:15]=1)[NH:12][CH:11]=[CH:10]2.O. The catalyst is C(Cl)Cl. The product is [OH:6][C:7]1[CH:8]=[C:9]2[C:13](=[N:14][CH:15]=1)[NH:12][CH:11]=[CH:10]2. The yield is 0.710.